From a dataset of Peptide-MHC class I binding affinity with 185,985 pairs from IEDB/IMGT. Regression. Given a peptide amino acid sequence and an MHC pseudo amino acid sequence, predict their binding affinity value. This is MHC class I binding data. (1) The peptide sequence is GILHLILWIL. The binding affinity (normalized) is 0.101. The MHC is HLA-A02:01 with pseudo-sequence HLA-A02:01. (2) The peptide sequence is KAFSPEVIPMF. The MHC is HLA-A02:02 with pseudo-sequence HLA-A02:02. The binding affinity (normalized) is 0.495.